This data is from Catalyst prediction with 721,799 reactions and 888 catalyst types from USPTO. The task is: Predict which catalyst facilitates the given reaction. (1) Reactant: [Si]([O:8][CH2:9][CH:10]([O:20][CH2:21][CH2:22][CH2:23][CH2:24][O:25][CH:26]=[CH2:27])[CH2:11][O:12][Si](C)(C)C(C)(C)C)(C(C)(C)C)(C)C.[F-].C([N+](CCCC)(CCCC)CCCC)CCC. Product: [CH:26]([O:25][CH2:24][CH2:23][CH2:22][CH2:21][O:20][CH:10]([CH2:9][OH:8])[CH2:11][OH:12])=[CH2:27]. The catalyst class is: 1. (2) Reactant: [H-].[Na+].[C:3]1([CH2:9][C:10]#[N:11])[CH:8]=[CH:7][CH:6]=[CH:5][CH:4]=1.Br[CH2:13][CH2:14][CH2:15][CH2:16]Br.CCOCC. Product: [C:3]1([C:9]2([C:10]#[N:11])[CH2:16][CH2:15][CH2:14][CH2:13]2)[CH:8]=[CH:7][CH:6]=[CH:5][CH:4]=1. The catalyst class is: 16. (3) Reactant: C[O-].[Na+].C(O)(=O)C.[CH:8]([NH2:10])=[NH:9].[CH3:11][CH:12]([C:17](=O)[CH2:18][CH3:19])[C:13](OC)=[O:14].O. Product: [CH2:18]([C:17]1[N:10]=[CH:8][N:9]=[C:13]([OH:14])[C:12]=1[CH3:11])[CH3:19]. The catalyst class is: 130. (4) Reactant: Cl.[NH2:2][C@H:3]1[C:12]2[C:7](=[CH:8][CH:9]=[C:10]([C:13]3[CH:18]=[CH:17][C:16]([C:19]([N:21]4[CH2:26][CH2:25][O:24][CH2:23][CH2:22]4)=[O:20])=[CH:15][N:14]=3)[CH:11]=2)[N:6]([C:27](=[O:29])[CH3:28])[C@@H:5]([CH3:30])[CH2:4]1.Br[C:32]1[CH:37]=[N:36][C:35]([CH3:38])=[CH:34][N:33]=1.C1(P(C2CCCCC2)C2C=CC=CC=2C2C(N(C)C)=CC=CC=2)CCCCC1.CC(C)([O-])C.[Na+]. Product: [CH3:30][C@H:5]1[CH2:4][C@@H:3]([NH:2][C:32]2[CH:37]=[N:36][C:35]([CH3:38])=[CH:34][N:33]=2)[C:12]2[C:7](=[CH:8][CH:9]=[C:10]([C:13]3[CH:18]=[CH:17][C:16]([C:19]([N:21]4[CH2:26][CH2:25][O:24][CH2:23][CH2:22]4)=[O:20])=[CH:15][N:14]=3)[CH:11]=2)[N:6]1[C:27](=[O:29])[CH3:28]. The catalyst class is: 62. (5) Reactant: [F:1][C:2]1[CH:3]=[N:4][C:5]([NH:8][C:9]2[S:10][C:11]3[CH2:17][CH2:16][NH:15][C:14]4=[N:18][N:19]([CH2:21][C:22]5[CH:27]=[CH:26][C:25]([O:28][CH3:29])=[CH:24][CH:23]=5)[CH:20]=[C:13]4[C:12]=3[N:30]=2)=[N:6][CH:7]=1.[H-].[Na+].Cl[CH2:34][C:35]1[CH:40]=[CH:39][C:38]([O:41][CH3:42])=[CH:37][CH:36]=1. Product: [F:1][C:2]1[CH:3]=[N:4][C:5]([N:8]([CH2:34][C:35]2[CH:40]=[CH:39][C:38]([O:41][CH3:42])=[CH:37][CH:36]=2)[C:9]2[S:10][C:11]3[CH2:17][CH2:16][NH:15][C:14]4=[N:18][N:19]([CH2:21][C:22]5[CH:27]=[CH:26][C:25]([O:28][CH3:29])=[CH:24][CH:23]=5)[CH:20]=[C:13]4[C:12]=3[N:30]=2)=[N:6][CH:7]=1. The catalyst class is: 31.